Dataset: hERG potassium channel inhibition data for cardiac toxicity prediction from Karim et al.. Task: Regression/Classification. Given a drug SMILES string, predict its toxicity properties. Task type varies by dataset: regression for continuous values (e.g., LD50, hERG inhibition percentage) or binary classification for toxic/non-toxic outcomes (e.g., AMES mutagenicity, cardiotoxicity, hepatotoxicity). Dataset: herg_karim. The compound is NC(C(=O)N1CCCC1)C1CCC(NC(=O)c2ccc(F)c(F)c2)CC1. The result is 0 (non-blocker).